From a dataset of NCI-60 drug combinations with 297,098 pairs across 59 cell lines. Regression. Given two drug SMILES strings and cell line genomic features, predict the synergy score measuring deviation from expected non-interaction effect. (1) Drug 1: CC1=CC2C(CCC3(C2CCC3(C(=O)C)OC(=O)C)C)C4(C1=CC(=O)CC4)C. Drug 2: CC1=C(C=C(C=C1)C(=O)NC2=CC(=CC(=C2)C(F)(F)F)N3C=C(N=C3)C)NC4=NC=CC(=N4)C5=CN=CC=C5. Cell line: HOP-92. Synergy scores: CSS=-6.48, Synergy_ZIP=3.74, Synergy_Bliss=-2.62, Synergy_Loewe=-12.5, Synergy_HSA=-11.2. (2) Drug 1: CCC1=CC2CC(C3=C(CN(C2)C1)C4=CC=CC=C4N3)(C5=C(C=C6C(=C5)C78CCN9C7C(C=CC9)(C(C(C8N6C)(C(=O)OC)O)OC(=O)C)CC)OC)C(=O)OC.C(C(C(=O)O)O)(C(=O)O)O. Drug 2: CC1CCC2CC(C(=CC=CC=CC(CC(C(=O)C(C(C(=CC(C(=O)CC(OC(=O)C3CCCCN3C(=O)C(=O)C1(O2)O)C(C)CC4CCC(C(C4)OC)OCCO)C)C)O)OC)C)C)C)OC. Cell line: SR. Synergy scores: CSS=87.8, Synergy_ZIP=6.14, Synergy_Bliss=5.73, Synergy_Loewe=6.18, Synergy_HSA=8.92. (3) Drug 1: CCN(CC)CCNC(=O)C1=C(NC(=C1C)C=C2C3=C(C=CC(=C3)F)NC2=O)C. Drug 2: N.N.Cl[Pt+2]Cl. Cell line: UACC62. Synergy scores: CSS=55.0, Synergy_ZIP=-4.32, Synergy_Bliss=-4.16, Synergy_Loewe=-1.76, Synergy_HSA=-0.406. (4) Drug 1: C1CN1P(=S)(N2CC2)N3CC3. Drug 2: C1=CN(C(=O)N=C1N)C2C(C(C(O2)CO)O)O.Cl. Cell line: BT-549. Synergy scores: CSS=21.4, Synergy_ZIP=-4.70, Synergy_Bliss=-2.09, Synergy_Loewe=-5.25, Synergy_HSA=1.30.